This data is from Full USPTO retrosynthesis dataset with 1.9M reactions from patents (1976-2016). The task is: Predict the reactants needed to synthesize the given product. (1) The reactants are: [SH:1][CH2:2][CH2:3][CH2:4][C:5]1[CH:15]=[CH:14][C:8]([C:9]([O:11][CH2:12][CH3:13])=[O:10])=[CH:7][CH:6]=1.[BH4-].I[C:18]1[CH:19]=[C:20]2[C:24](=[CH:25][CH:26]=1)[N:23]([CH2:27][CH2:28][CH2:29][CH2:30][CH2:31][CH3:32])[C:22](=[O:33])[C:21]2([O:36][CH3:37])[O:34][CH3:35]. Given the product [CH3:35][O:34][C:21]1([O:36][CH3:37])[C:20]2[C:24](=[CH:25][CH:26]=[C:18]([S:1][CH2:2][CH2:3][CH2:4][C:5]3[CH:15]=[CH:14][C:8]([C:9]([O:11][CH2:12][CH3:13])=[O:10])=[CH:7][CH:6]=3)[CH:19]=2)[N:23]([CH2:27][CH2:28][CH2:29][CH2:30][CH2:31][CH3:32])[C:22]1=[O:33], predict the reactants needed to synthesize it. (2) Given the product [Cl:14][CH2:1][C:2]1[N:7]=[CH:6][C:5]([C:8]2[CH:12]=[CH:11][O:10][N:9]=2)=[CH:4][CH:3]=1, predict the reactants needed to synthesize it. The reactants are: [CH3:1][C:2]1[N:7]=[CH:6][C:5]([C:8]2[CH:12]=[CH:11][O:10][N:9]=2)=[CH:4][CH:3]=1.C(Cl)(Cl)(Cl)[Cl:14].ClN1C(=O)CCC1=O. (3) Given the product [F:2][C:3]1[CH:4]=[CH:5][C:6]([CH:7]=[C:45]2[CH2:46][CH2:47][N:42]([C:39]3[CH:40]=[CH:41][C:36]([C:34]#[N:35])=[CH:37][CH:38]=3)[CH2:43][CH2:44]2)=[CH:27][CH:28]=1, predict the reactants needed to synthesize it. The reactants are: [Cl-].[F:2][C:3]1[CH:28]=[CH:27][C:6]([CH2:7][P+](C2C=CC=CC=2)(C2C=CC=CC=2)C2C=CC=CC=2)=[CH:5][CH:4]=1.[Li]CCCC.[C:34]([C:36]1[CH:41]=[CH:40][C:39]([N:42]2[CH2:47][CH2:46][C:45](=O)[CH2:44][CH2:43]2)=[CH:38][CH:37]=1)#[N:35]. (4) Given the product [NH2:1][C:2]1[N:3]=[CH:4][C:5]([CH:21]2[CH2:26][CH2:25][N:24]([C:27](=[O:30])[CH2:28][CH3:29])[CH2:23][CH2:22]2)=[N:6][C:7]=1[C:8]1[O:9][C:10]([C:13]2[CH:18]=[CH:17][C:16]([CH2:19][NH:38][CH3:37])=[CH:15][CH:14]=2)=[N:11][N:12]=1, predict the reactants needed to synthesize it. The reactants are: [NH2:1][C:2]1[N:3]=[CH:4][C:5]([CH:21]2[CH2:26][CH2:25][N:24]([C:27](=[O:30])[CH2:28][CH3:29])[CH2:23][CH2:22]2)=[N:6][C:7]=1[C:8]1[O:9][C:10]([C:13]2[CH:18]=[CH:17][C:16]([CH2:19]Br)=[CH:15][CH:14]=2)=[N:11][N:12]=1.C([O-])([O-])=O.[Na+].[Na+].[CH3:37][NH2:38]. (5) Given the product [BrH:1].[Br:1][C:2]1[C:10]2[C:5](=[N:6][CH:7]=[C:8]([C:12]#[N:13])[C:9]=2[NH:14][C:15]2[CH:16]=[C:17]3[C:21](=[CH:22][CH:23]=2)[NH:20][CH:19]=[CH:18]3)[S:4][CH:3]=1, predict the reactants needed to synthesize it. The reactants are: [Br:1][C:2]1[C:10]2[C:5](=[N:6][CH:7]=[C:8]([C:12]#[N:13])[C:9]=2Br)[S:4][CH:3]=1.[NH2:14][C:15]1[CH:16]=[C:17]2[C:21](=[CH:22][CH:23]=1)[NH:20][CH:19]=[CH:18]2. (6) Given the product [Cl:26][C:17]1[CH:18]=[C:19]([CH:23]([OH:25])[CH3:24])[CH:20]=[C:21]([Cl:22])[C:16]=1[NH:15][C:7]1[C:8]2[CH:9]=[CH:10][NH:11][C:12](=[O:14])[C:13]=2[C:4]2[CH:3]=[C:2]([C:40]#[C:39][C:37]([OH:41])([CH3:38])[CH3:36])[CH:28]=[CH:27][C:5]=2[N:6]=1, predict the reactants needed to synthesize it. The reactants are: Br[C:2]1[CH:28]=[CH:27][C:5]2[N:6]=[C:7]([NH:15][C:16]3[C:21]([Cl:22])=[CH:20][C:19]([CH:23]([OH:25])[CH3:24])=[CH:18][C:17]=3[Cl:26])[C:8]3[CH:9]=[CH:10][NH:11][C:12](=[O:14])[C:13]=3[C:4]=2[CH:3]=1.C(N(CC)CC)C.[CH3:36][C:37]([OH:41])([C:39]#[CH:40])[CH3:38]. (7) Given the product [F:16][C:15]1[CH:14]=[CH:13][CH:12]=[C:3]([O:4][C:5]2[CH:11]=[CH:10][C:8]([I:27])=[CH:7][CH:6]=2)[C:2]=1[F:1], predict the reactants needed to synthesize it. The reactants are: [F:1][C:2]1[C:15]([F:16])=[CH:14][CH:13]=[CH:12][C:3]=1[O:4][C:5]1[CH:11]=[CH:10][C:8](N)=[CH:7][CH:6]=1.Cl.N([O-])=O.[Na+].NC(N)=O.[Na+].[I-:27]. (8) Given the product [Cl:1][C:2]1[CH:3]=[C:4]([CH:15]=[C:16]([Cl:18])[CH:17]=1)[O:5][C:6]1[C:11]([CH2:12][CH3:13])=[N:19][N:20]([CH2:22][CH2:21][OH:23])[C:7]=1[CH2:8][CH3:9], predict the reactants needed to synthesize it. The reactants are: [Cl:1][C:2]1[CH:3]=[C:4]([CH:15]=[C:16]([Cl:18])[CH:17]=1)[O:5][CH:6]([C:11](=O)[CH2:12][CH3:13])[C:7](=O)[CH2:8][CH3:9].[NH2:19][NH2:20].[CH2:21]([OH:23])[CH3:22].